Dataset: Forward reaction prediction with 1.9M reactions from USPTO patents (1976-2016). Task: Predict the product of the given reaction. (1) Given the reactants Cl[C:2]1[C:3]([NH:12][S:13]([C:16]2[CH:25]=[CH:24][C:19]([C:20]([O:22][CH3:23])=[O:21])=[CH:18][CH:17]=2)(=[O:15])=[O:14])=NC=[C:6]([C:8](F)(F)F)[CH:7]=1.[CH:26]1(CN)CCCC[CH2:27]1, predict the reaction product. The product is: [CH:2]1([CH2:3][NH:12][S:13]([C:16]2[CH:17]=[CH:18][C:19]([C:20]([O:22][CH3:23])=[O:21])=[CH:24][CH:25]=2)(=[O:14])=[O:15])[CH2:7][CH2:6][CH2:8][CH2:27][CH2:26]1. (2) Given the reactants [CH2:1]([N:8]([CH2:19][C:20]1[CH:33]=[CH:32][C:23]([O:24][C:25]2[CH:26]=[C:27]([OH:31])[CH:28]=[CH:29][CH:30]=2)=[CH:22][CH:21]=1)[C:9]1[CH:14]=[CH:13][CH:12]=[C:11]([N+:15]([O-:17])=[O:16])[C:10]=1[CH3:18])[C:2]1[CH:7]=[CH:6][CH:5]=[CH:4][CH:3]=1.[C:34]([O:39][CH2:40][CH2:41][CH2:42][CH3:43])(=[O:38])[CH:35]([CH3:37])O, predict the reaction product. The product is: [CH2:1]([N:8]([CH2:19][C:20]1[CH:33]=[CH:32][C:23]([O:24][C:25]2[CH:26]=[C:27]([CH:28]=[CH:29][CH:30]=2)[O:31][CH:35]([CH3:37])[C:34]([O:39][CH2:40][CH2:41][CH2:42][CH3:43])=[O:38])=[CH:22][CH:21]=1)[C:9]1[CH:14]=[CH:13][CH:12]=[C:11]([N+:15]([O-:17])=[O:16])[C:10]=1[CH3:18])[C:2]1[CH:3]=[CH:4][CH:5]=[CH:6][CH:7]=1. (3) Given the reactants [NH2:1][C:2]1[CH:3]=[CH:4][C:5]([F:20])=[C:6]([C:8]([C:10]2[CH:11]=[C:12]3[C:17](=[CH:18][CH:19]=2)[N:16]=[CH:15][CH:14]=[N:13]3)=[O:9])[CH:7]=1.CCN(C(C)C)C(C)C.[F:30][C:31]1[CH:36]=[CH:35][CH:34]=[C:33]([N:37]=[C:38]=[O:39])[CH:32]=1, predict the reaction product. The product is: [F:20][C:5]1[CH:4]=[CH:3][C:2]([NH:1][C:38]([NH:37][C:33]2[CH:34]=[CH:35][CH:36]=[C:31]([F:30])[CH:32]=2)=[O:39])=[CH:7][C:6]=1[C:8]([C:10]1[CH:11]=[C:12]2[C:17](=[CH:18][CH:19]=1)[N:16]=[CH:15][CH:14]=[N:13]2)=[O:9]. (4) The product is: [C:34]([O:37][CH2:38][C:39]([N:31]1[CH2:32][CH2:33][CH:28]([C:25]2[N:24]=[C:23]([NH:22][C:10]3[C:9]([O:8][C:7]4[C:2]([CH3:1])=[N:3][CH:4]=[CH:5][CH:6]=4)=[CH:14][C:13]([S:15][C:16]4[CH:21]=[CH:20][CH:19]=[CH:18][N:17]=4)=[CH:12][N:11]=3)[S:27][N:26]=2)[CH2:29][CH2:30]1)=[O:40])(=[O:36])[CH3:35]. Given the reactants [CH3:1][C:2]1[C:7]([O:8][C:9]2[C:10]([NH:22][C:23]3[S:27][N:26]=[C:25]([CH:28]4[CH2:33][CH2:32][NH:31][CH2:30][CH2:29]4)[N:24]=3)=[N:11][CH:12]=[C:13]([S:15][C:16]3[CH:21]=[CH:20][CH:19]=[CH:18][N:17]=3)[CH:14]=2)=[CH:6][CH:5]=[CH:4][N:3]=1.[C:34]([O:37][CH2:38][C:39](Cl)=[O:40])(=[O:36])[CH3:35], predict the reaction product. (5) Given the reactants [ClH:1].Cl.[N:3]1([CH2:9][CH2:10][CH2:11][O:12][C:13]2[CH:26]=[CH:25][C:16]([C:17]([N:19]3[CH2:23][CH2:22][C@H:21]([NH2:24])[CH2:20]3)=[O:18])=[CH:15][CH:14]=2)[CH2:8][CH2:7][CH2:6][CH2:5][CH2:4]1.C(N(CC)CC)C.[C:34]([Cl:42])(=[O:41])[C:35]1[CH:40]=[CH:39][CH:38]=[CH:37][CH:36]=1, predict the reaction product. The product is: [ClH:42].[ClH:1].[N:3]1([CH2:9][CH2:10][CH2:11][O:12][C:13]2[CH:26]=[CH:25][C:16]([C:17]([N:19]3[CH2:23][CH2:22][C@H:21]([NH:24][C:34](=[O:41])[C:35]4[CH:40]=[CH:39][CH:38]=[CH:37][CH:36]=4)[CH2:20]3)=[O:18])=[CH:15][CH:14]=2)[CH2:8][CH2:7][CH2:6][CH2:5][CH2:4]1.